Predict the product of the given reaction. From a dataset of Forward reaction prediction with 1.9M reactions from USPTO patents (1976-2016). (1) Given the reactants [CH3:1][N:2]1[CH:6]=[CH:5][N:4]=[C:3]1[N:7]1[C:15]2[C:10](=[CH:11][C:12]([N+:16]([O-])=O)=[CH:13][CH:14]=2)[CH2:9][CH2:8]1, predict the reaction product. The product is: [CH3:1][N:2]1[CH:6]=[CH:5][N:4]=[C:3]1[N:7]1[C:15]2[C:10](=[CH:11][C:12]([NH2:16])=[CH:13][CH:14]=2)[CH2:9][CH2:8]1. (2) Given the reactants Br[C:2]1[CH:7]=[CH:6][C:5]2[C:8]3[CH2:9][N:10]([C:15]([O:17][C:18]([CH3:21])([CH3:20])[CH3:19])=[O:16])[CH2:11][CH2:12][C:13]=3[O:14][C:4]=2[CH:3]=1.[F:22][C:23]([F:38])([F:37])[C:24]1[N:29]=[N:28][C:27]([C:30]2[CH:35]=[CH:34][NH:33][C:32](=[O:36])[CH:31]=2)=[CH:26][CH:25]=1, predict the reaction product. The product is: [O:36]=[C:32]1[CH:31]=[C:30]([C:27]2[N:28]=[N:29][C:24]([C:23]([F:38])([F:37])[F:22])=[CH:25][CH:26]=2)[CH:35]=[CH:34][N:33]1[C:2]1[CH:7]=[CH:6][C:5]2[C:8]3[CH2:9][N:10]([C:15]([O:17][C:18]([CH3:21])([CH3:20])[CH3:19])=[O:16])[CH2:11][CH2:12][C:13]=3[O:14][C:4]=2[CH:3]=1. (3) Given the reactants [F:1][C:2]1[CH:3]=[C:4]([C:9]2([O:14][CH3:15])[CH2:13][CH2:12][NH:11][CH2:10]2)[CH:5]=[C:6]([F:8])[CH:7]=1.[CH2:16](N(CC)CC)[CH3:17].ICC, predict the reaction product. The product is: [F:1][C:2]1[CH:3]=[C:4]([C:9]2([O:14][CH3:15])[CH2:13][CH2:12][N:11]([CH2:16][CH3:17])[CH2:10]2)[CH:5]=[C:6]([F:8])[CH:7]=1. (4) Given the reactants C(=O)([O-])[O-].[Cs+].[Cs+].[CH2:7]([NH:9][C:10]([C:12]1[S:30][C:15]2[N:16]=[C:17]([NH2:29])[N:18]=[C:19]([C:20]3[CH:25]=[C:24]([OH:26])[C:23]([Cl:27])=[CH:22][C:21]=3[Cl:28])[C:14]=2[CH:13]=1)=[O:11])[CH3:8].ClCCl.Br.Br[CH2:36][CH2:37][N:38]([CH2:41][CH3:42])[CH2:39][CH3:40], predict the reaction product. The product is: [CH2:7]([NH:9][C:10]([C:12]1[S:30][C:15]2[N:16]=[C:17]([NH2:29])[N:18]=[C:19]([C:20]3[CH:25]=[C:24]([O:26][CH2:36][CH2:37][N:38]([CH2:41][CH3:42])[CH2:39][CH3:40])[C:23]([Cl:27])=[CH:22][C:21]=3[Cl:28])[C:14]=2[CH:13]=1)=[O:11])[CH3:8]. (5) Given the reactants [CH:1]1([C:4]2[CH:9]=[CH:8][C:7]([N+:10]([O-])=O)=[C:6]([F:13])[CH:5]=2)[CH2:3][CH2:2]1.[Cl-].[NH4+], predict the reaction product. The product is: [CH:1]1([C:4]2[CH:9]=[CH:8][C:7]([NH2:10])=[C:6]([F:13])[CH:5]=2)[CH2:3][CH2:2]1. (6) The product is: [C:1]([C:5]1[CH:6]=[CH:7][C:8]([N:11]2[CH2:16][CH2:15][C:14]([O:17][CH3:21])=[C:13]([C:18]#[N:19])[C:12]2=[O:20])=[CH:9][CH:10]=1)([CH3:4])([CH3:2])[CH3:3]. Given the reactants [C:1]([C:5]1[CH:10]=[CH:9][C:8]([N:11]2[CH2:16][CH2:15][C:14]([OH:17])=[C:13]([C:18]#[N:19])[C:12]2=[O:20])=[CH:7][CH:6]=1)([CH3:4])([CH3:3])[CH3:2].[CH3:21][Si](C=[N+]=[N-])(C)C.CCOCC.CO, predict the reaction product.